This data is from CYP1A2 inhibition data for predicting drug metabolism from PubChem BioAssay. The task is: Regression/Classification. Given a drug SMILES string, predict its absorption, distribution, metabolism, or excretion properties. Task type varies by dataset: regression for continuous measurements (e.g., permeability, clearance, half-life) or binary classification for categorical outcomes (e.g., BBB penetration, CYP inhibition). Dataset: cyp1a2_veith. (1) The molecule is CS(=O)(=O)N1CCC2(CC1)CN(Cc1ccc(C#N)cc1)C2. The result is 0 (non-inhibitor). (2) The compound is C=CCN1C(=O)c2ccccc2Sc2ccc(C(=O)N3CCC4(CC3)OCCO4)cc21. The result is 0 (non-inhibitor). (3) The result is 0 (non-inhibitor). The drug is O=C(N/N=C1/C[C@@H](O)[C@@H](O)[C@H]2[C@@H]1CC[C@H]1C(=O)N(c3ccc(F)cc3F)C(=O)[C@H]21)OCc1ccccc1. (4) The molecule is CCn1cc(C(=O)N/N=C(/C)c2ccc(F)cc2)c(=O)c2cc(F)c(N3CCCC3)cc21. The result is 0 (non-inhibitor). (5) The result is 1 (inhibitor). The drug is CCn1cnc2c(Nc3cccc(Cl)c3)nc(N[C@@H]3CCCC[C@H]3N)nc21.